This data is from NCI-60 drug combinations with 297,098 pairs across 59 cell lines. The task is: Regression. Given two drug SMILES strings and cell line genomic features, predict the synergy score measuring deviation from expected non-interaction effect. (1) Drug 1: C1=CC(=CC=C1C#N)C(C2=CC=C(C=C2)C#N)N3C=NC=N3. Drug 2: CC(C)CN1C=NC2=C1C3=CC=CC=C3N=C2N. Cell line: HCT116. Synergy scores: CSS=9.44, Synergy_ZIP=-3.97, Synergy_Bliss=-4.73, Synergy_Loewe=4.05, Synergy_HSA=-1.65. (2) Drug 1: C1=CC(=CC=C1CCCC(=O)O)N(CCCl)CCCl. Drug 2: CCN(CC)CCCC(C)NC1=C2C=C(C=CC2=NC3=C1C=CC(=C3)Cl)OC. Cell line: SK-MEL-2. Synergy scores: CSS=13.6, Synergy_ZIP=-6.55, Synergy_Bliss=-5.98, Synergy_Loewe=-8.18, Synergy_HSA=-4.95. (3) Drug 1: CCC1(CC2CC(C3=C(CCN(C2)C1)C4=CC=CC=C4N3)(C5=C(C=C6C(=C5)C78CCN9C7C(C=CC9)(C(C(C8N6C=O)(C(=O)OC)O)OC(=O)C)CC)OC)C(=O)OC)O.OS(=O)(=O)O. Drug 2: C(CN)CNCCSP(=O)(O)O. Cell line: HCC-2998. Synergy scores: CSS=18.1, Synergy_ZIP=-8.71, Synergy_Bliss=-8.83, Synergy_Loewe=-34.7, Synergy_HSA=-9.82. (4) Drug 1: CS(=O)(=O)CCNCC1=CC=C(O1)C2=CC3=C(C=C2)N=CN=C3NC4=CC(=C(C=C4)OCC5=CC(=CC=C5)F)Cl. Drug 2: C(CN)CNCCSP(=O)(O)O. Cell line: MCF7. Synergy scores: CSS=-5.64, Synergy_ZIP=4.66, Synergy_Bliss=4.51, Synergy_Loewe=-6.82, Synergy_HSA=-6.23. (5) Drug 1: C#CCC(CC1=CN=C2C(=N1)C(=NC(=N2)N)N)C3=CC=C(C=C3)C(=O)NC(CCC(=O)O)C(=O)O. Drug 2: C(CN)CNCCSP(=O)(O)O. Cell line: RXF 393. Synergy scores: CSS=-1.63, Synergy_ZIP=3.51, Synergy_Bliss=2.79, Synergy_Loewe=-1.45, Synergy_HSA=-1.82. (6) Drug 1: CNC(=O)C1=NC=CC(=C1)OC2=CC=C(C=C2)NC(=O)NC3=CC(=C(C=C3)Cl)C(F)(F)F. Drug 2: C1CN(P(=O)(OC1)NCCCl)CCCl. Cell line: SK-MEL-28. Synergy scores: CSS=5.00, Synergy_ZIP=0.893, Synergy_Bliss=-5.85, Synergy_Loewe=-4.13, Synergy_HSA=-3.71.